From a dataset of Reaction yield outcomes from USPTO patents with 853,638 reactions. Predict the reaction yield, written as a fraction of the theoretical maximum amount of product (1.0 means a 100% yield; for example, 0.34 means a 34% yield). (1) The reactants are [N:1]1([C:6]2[N:11]=[CH:10][C:9]([CH2:12]O)=[CH:8][CH:7]=2)[CH:5]=[CH:4][CH:3]=[N:2]1.O=S(Cl)[Cl:16]. The catalyst is C(Cl)Cl. The product is [Cl:16][CH2:12][C:9]1[CH:8]=[CH:7][C:6]([N:1]2[CH:5]=[CH:4][CH:3]=[N:2]2)=[N:11][CH:10]=1. The yield is 0.950. (2) The reactants are Br[CH2:2][CH2:3][CH:4]=[CH2:5].[Mg].O1CCCC1.[NH2:12][C:13]1[N:18]=[C:17]([Cl:19])[C:16]([CH:20]=[O:21])=[C:15]([Cl:22])[N:14]=1. The catalyst is O. The product is [NH2:12][C:13]1[N:14]=[C:15]([Cl:22])[C:16]([CH:20]([OH:21])[CH2:5][CH2:4][CH:3]=[CH2:2])=[C:17]([Cl:19])[N:18]=1. The yield is 0.780. (3) The reactants are [CH:1]([O:4][C:5]1[CH:13]=[CH:12][C:8]([C:9]([OH:11])=O)=[CH:7][C:6]=1[CH3:14])([CH3:3])[CH3:2].Cl.[C:16]1([CH:22]2[O:27][C:26]3([CH2:32][CH2:31][NH:30][CH2:29][CH2:28]3)[CH2:25][NH:24][C:23]2=[O:33])[CH:21]=[CH:20][CH:19]=[CH:18][CH:17]=1.CN(C(ON1N=NC2C=CC=NC1=2)=[N+](C)C)C.F[P-](F)(F)(F)(F)F.C(N(C(C)C)CC)(C)C. The catalyst is CN(C=O)C. The product is [CH:1]([O:4][C:5]1[CH:13]=[CH:12][C:8]([C:9]([N:30]2[CH2:29][CH2:28][C:26]3([CH2:25][NH:24][C:23](=[O:33])[CH:22]([C:16]4[CH:21]=[CH:20][CH:19]=[CH:18][CH:17]=4)[O:27]3)[CH2:32][CH2:31]2)=[O:11])=[CH:7][C:6]=1[CH3:14])([CH3:2])[CH3:3]. The yield is 0.400. (4) The reactants are [Cl-].O[NH3+:3].[C:4](=[O:7])([O-])[OH:5].[Na+].CS(C)=O.[OH:13][C:14]1([CH2:20][N:21]2[C:26](=[O:27])[C:25]([CH2:28][C:29]3[CH:34]=[CH:33][C:32]([C:35]4[C:36]([C:41]#[N:42])=[CH:37][CH:38]=[CH:39][CH:40]=4)=[CH:31][CH:30]=3)=[C:24]([CH2:43][CH2:44][CH3:45])[N:23]=[C:22]2[CH3:46])[CH2:19][CH2:18][O:17][CH2:16][CH2:15]1. The catalyst is C(OCC)(=O)C. The product is [OH:13][C:14]1([CH2:20][N:21]2[C:26](=[O:27])[C:25]([CH2:28][C:29]3[CH:34]=[CH:33][C:32]([C:35]4[CH:40]=[CH:39][CH:38]=[CH:37][C:36]=4[C:41]4[NH:3][C:4](=[O:7])[O:5][N:42]=4)=[CH:31][CH:30]=3)=[C:24]([CH2:43][CH2:44][CH3:45])[N:23]=[C:22]2[CH3:46])[CH2:19][CH2:18][O:17][CH2:16][CH2:15]1. The yield is 0.180. (5) The reactants are C(N(CC)CC)C.[CH3:8][S:9](Cl)(=[O:11])=[O:10].[O:13]1[CH2:17][CH2:16][CH:15]([CH2:18][CH2:19][OH:20])[CH2:14]1.O. The catalyst is ClCCl. The product is [O:13]1[CH2:17][CH2:16][CH:15]([CH2:18][CH2:19][O:20][S:9]([CH3:8])(=[O:11])=[O:10])[CH2:14]1. The yield is 1.00. (6) The product is [Cl:42][CH2:43][C:44]([NH:19][C:15]([C:14]([N:11]1[CH2:12][CH2:13][C:8]([C:4]2[CH:5]=[CH:6][CH:7]=[C:2]([F:1])[CH:3]=2)([CH2:22][CH2:23][N:24]2[C@H:29]3[CH2:30][CH2:31][C@@H:25]2[CH2:26][CH:27]([N:32]2[C:36]4[CH:37]=[CH:38][CH:39]=[CH:40][C:35]=4[N:34]=[C:33]2[CH3:41])[CH2:28]3)[CH2:9][CH2:10]1)=[O:21])([CH3:20])[CH:16]([CH3:17])[CH3:18])=[O:45]. The reactants are [F:1][C:2]1[CH:3]=[C:4]([C:8]2([CH2:22][CH2:23][N:24]3[C@H:29]4[CH2:30][CH2:31][C@@H:25]3[CH2:26][CH:27]([N:32]3[C:36]5[CH:37]=[CH:38][CH:39]=[CH:40][C:35]=5[N:34]=[C:33]3[CH3:41])[CH2:28]4)[CH2:13][CH2:12][N:11]([C:14](=[O:21])[C:15]([CH3:20])([NH2:19])[CH:16]([CH3:18])[CH3:17])[CH2:10][CH2:9]2)[CH:5]=[CH:6][CH:7]=1.[Cl:42][CH2:43][C:44](Cl)=[O:45].CCN(C(C)C)C(C)C. No catalyst specified. The yield is 0.520. (7) The reactants are [CH2:1]([C:4]1[CH:9]=[C:8]([C:10]2[S:11][CH:12]=[C:13]([C:15]3[CH:20]=[CH:19][C:18]([NH2:21])=[CH:17][CH:16]=3)[N:14]=2)[CH:7]=[CH:6][N:5]=1)[CH2:2][CH3:3].[C:22]([O:26][C:27](O[C:27]([O:26][C:22]([CH3:25])([CH3:24])[CH3:23])=[O:28])=[O:28])([CH3:25])([CH3:24])[CH3:23]. The catalyst is CN(C)C1C=CN=CC=1.C1COCC1. The product is [CH2:1]([C:4]1[CH:9]=[C:8]([C:10]2[S:11][CH:12]=[C:13]([C:15]3[CH:16]=[CH:17][C:18]([NH:21][C:27](=[O:28])[O:26][C:22]([CH3:25])([CH3:24])[CH3:23])=[CH:19][CH:20]=3)[N:14]=2)[CH:7]=[CH:6][N:5]=1)[CH2:2][CH3:3]. The yield is 0.430.